Dataset: Peptide-MHC class II binding affinity with 134,281 pairs from IEDB. Task: Regression. Given a peptide amino acid sequence and an MHC pseudo amino acid sequence, predict their binding affinity value. This is MHC class II binding data. The MHC is DRB3_0202 with pseudo-sequence DRB3_0202. The binding affinity (normalized) is 0.255. The peptide sequence is GELQIVDKIDAAFWI.